Task: Predict the product of the given reaction.. Dataset: Forward reaction prediction with 1.9M reactions from USPTO patents (1976-2016) Given the reactants Br[C:2]1[O:6][C:5]([CH:7]=[O:8])=[CH:4][CH:3]=1.[C:9]1(B(O)O)[CH:14]=[CH:13][CH:12]=[CH:11][CH:10]=1, predict the reaction product. The product is: [C:9]1([C:2]2[O:6][C:5]([CH:7]=[O:8])=[CH:4][CH:3]=2)[CH:14]=[CH:13][CH:12]=[CH:11][CH:10]=1.